From a dataset of NCI-60 drug combinations with 297,098 pairs across 59 cell lines. Regression. Given two drug SMILES strings and cell line genomic features, predict the synergy score measuring deviation from expected non-interaction effect. (1) Drug 1: C1=CC(=CC=C1CCCC(=O)O)N(CCCl)CCCl. Drug 2: CC(C)(C#N)C1=CC(=CC(=C1)CN2C=NC=N2)C(C)(C)C#N. Cell line: DU-145. Synergy scores: CSS=33.2, Synergy_ZIP=-7.38, Synergy_Bliss=-6.02, Synergy_Loewe=-5.21, Synergy_HSA=-5.39. (2) Drug 1: C1CCC(C1)C(CC#N)N2C=C(C=N2)C3=C4C=CNC4=NC=N3. Drug 2: CC1C(C(CC(O1)OC2CC(CC3=C2C(=C4C(=C3O)C(=O)C5=C(C4=O)C(=CC=C5)OC)O)(C(=O)C)O)N)O.Cl. Cell line: MCF7. Synergy scores: CSS=31.0, Synergy_ZIP=-0.964, Synergy_Bliss=3.76, Synergy_Loewe=-14.0, Synergy_HSA=2.61. (3) Drug 1: C1CCC(C1)C(CC#N)N2C=C(C=N2)C3=C4C=CNC4=NC=N3. Drug 2: CC1C(C(=O)NC(C(=O)N2CCCC2C(=O)N(CC(=O)N(C(C(=O)O1)C(C)C)C)C)C(C)C)NC(=O)C3=C4C(=C(C=C3)C)OC5=C(C(=O)C(=C(C5=N4)C(=O)NC6C(OC(=O)C(N(C(=O)CN(C(=O)C7CCCN7C(=O)C(NC6=O)C(C)C)C)C)C(C)C)C)N)C. Cell line: OVCAR-5. Synergy scores: CSS=10.4, Synergy_ZIP=19.8, Synergy_Bliss=22.2, Synergy_Loewe=17.4, Synergy_HSA=17.8. (4) Drug 1: CCCS(=O)(=O)NC1=C(C(=C(C=C1)F)C(=O)C2=CNC3=C2C=C(C=N3)C4=CC=C(C=C4)Cl)F. Drug 2: CC1=C(C=C(C=C1)NC(=O)C2=CC=C(C=C2)CN3CCN(CC3)C)NC4=NC=CC(=N4)C5=CN=CC=C5. Cell line: EKVX. Synergy scores: CSS=-9.82, Synergy_ZIP=0.533, Synergy_Bliss=-9.66, Synergy_Loewe=-12.0, Synergy_HSA=-11.7. (5) Drug 1: C1=NC2=C(N=C(N=C2N1C3C(C(C(O3)CO)O)O)F)N. Drug 2: CCCCC(=O)OCC(=O)C1(CC(C2=C(C1)C(=C3C(=C2O)C(=O)C4=C(C3=O)C=CC=C4OC)O)OC5CC(C(C(O5)C)O)NC(=O)C(F)(F)F)O. Cell line: LOX IMVI. Synergy scores: CSS=51.7, Synergy_ZIP=2.09, Synergy_Bliss=1.16, Synergy_Loewe=-20.4, Synergy_HSA=-0.350. (6) Drug 1: CNC(=O)C1=CC=CC=C1SC2=CC3=C(C=C2)C(=NN3)C=CC4=CC=CC=N4. Synergy scores: CSS=3.24, Synergy_ZIP=-1.11, Synergy_Bliss=3.51, Synergy_Loewe=-0.145, Synergy_HSA=-0.0186. Drug 2: CC1CCCC2(C(O2)CC(NC(=O)CC(C(C(=O)C(C1O)C)(C)C)O)C(=CC3=CSC(=N3)C)C)C. Cell line: CCRF-CEM.